From a dataset of Reaction yield outcomes from USPTO patents with 853,638 reactions. Predict the reaction yield, written as a fraction of the theoretical maximum amount of product (1.0 means a 100% yield; for example, 0.34 means a 34% yield). (1) The reactants are [CH3:1][C:2]([OH:6])([C:4]#[CH:5])[CH3:3].C(N(CC)CC)C.Br[C:15]1[CH:36]=[CH:35][C:18]([C:19]([NH:21][S:22]([C:25]2[CH:30]=[CH:29][CH:28]=[CH:27][C:26]=2[S:31](=[O:34])(=[O:33])[NH2:32])(=[O:24])=[O:23])=[O:20])=[CH:17][C:16]=1[O:37][CH:38]([CH3:40])[CH3:39]. The catalyst is CN(C)C=O.C1C=CC([P]([Pd]([P](C2C=CC=CC=2)(C2C=CC=CC=2)C2C=CC=CC=2)([P](C2C=CC=CC=2)(C2C=CC=CC=2)C2C=CC=CC=2)[P](C2C=CC=CC=2)(C2C=CC=CC=2)C2C=CC=CC=2)(C2C=CC=CC=2)C2C=CC=CC=2)=CC=1.[Cu]I. The product is [OH:6][C:2]([CH3:3])([CH3:1])[C:4]#[C:5][C:15]1[CH:36]=[CH:35][C:18]([C:19]([NH:21][S:22]([C:25]2[CH:30]=[CH:29][CH:28]=[CH:27][C:26]=2[S:31](=[O:33])(=[O:34])[NH2:32])(=[O:23])=[O:24])=[O:20])=[CH:17][C:16]=1[O:37][CH:38]([CH3:40])[CH3:39]. The yield is 0.230. (2) The reactants are [N+:1]([C:4]1[CH:47]=[CH:46][C:7]([O:8][CH2:9][CH2:10][CH2:11][CH2:12][CH2:13][CH2:14][Si:15]([CH3:45])([CH3:44])[O:16][Si:17]([CH3:43])([CH3:42])[O:18][Si:19]([CH3:41])([CH3:40])[O:20][Si:21]([CH2:24][CH2:25][CH2:26][CH2:27][CH2:28][CH2:29][O:30][C:31]2[CH:36]=[CH:35][C:34]([N+:37]([O-])=O)=[CH:33][CH:32]=2)([CH3:23])[CH3:22])=[CH:6][CH:5]=1)([O-])=O.[H][H]. No catalyst specified. The product is [NH2:1][C:4]1[CH:47]=[CH:46][C:7]([O:8][CH2:9][CH2:10][CH2:11][CH2:12][CH2:13][CH2:14][Si:15]([CH3:44])([CH3:45])[O:16][Si:17]([CH3:43])([CH3:42])[O:18][Si:19]([CH3:40])([CH3:41])[O:20][Si:21]([CH2:24][CH2:25][CH2:26][CH2:27][CH2:28][CH2:29][O:30][C:31]2[CH:32]=[CH:33][C:34]([NH2:37])=[CH:35][CH:36]=2)([CH3:22])[CH3:23])=[CH:6][CH:5]=1. The yield is 0.990. (3) The reactants are [C:1]1(P([C:1]2[CH:6]=CC=[CH:3][CH:2]=2)[C:1]2[CH:6]=CC=[CH:3][CH:2]=2)[CH:6]=CC=[CH:3][CH:2]=1.C(O)CC=C.[Br:25][C:26]1[C:31]([OH:32])=[CH:30][CH:29]=[CH:28][N:27]=1.N(C(OC(C)C)=O)=NC(OC(C)C)=O. The catalyst is C1COCC1. The product is [Br:25][C:26]1[C:31]([O:32][CH2:3][CH2:2][CH:1]=[CH2:6])=[CH:30][CH:29]=[CH:28][N:27]=1. The yield is 0.890. (4) The reactants are N[C:2]1[CH:7]=[C:6](OC)[CH:5]=[CH:4][C:3]=1[C:10]1[CH:11]=[C:12]2[C:17](=[CH:18][CH:19]=1)[CH:16]=[C:15]([O:20][CH3:21])[C:14]([O:22][CH3:23])=[CH:13]2.Cl.[N:25]([O-:27])=[O:26].[Na+].O. The catalyst is C(O)(=O)C. The product is [N+:25]([C:2]1[CH:7]=[CH:6][CH:5]=[CH:4][C:3]=1[C:10]1[CH:11]=[C:12]2[C:17](=[CH:18][CH:19]=1)[CH:16]=[C:15]([O:20][CH3:21])[C:14]([O:22][CH3:23])=[CH:13]2)([O-:27])=[O:26]. The yield is 0.400. (5) The reactants are [H-].[Na+].[O:3]1[CH2:6][CH:5]([OH:7])[CH2:4]1.[C:8](=O)([O:16]C1C=CC=CN=1)[O:9][C:10]1[CH:15]=[CH:14][CH:13]=[CH:12][N:11]=1. The catalyst is C1COCC1.CCOC(C)=O. The product is [C:8](=[O:16])([O:9][C:10]1[CH:15]=[CH:14][CH:13]=[CH:12][N:11]=1)[O:7][CH:5]1[CH2:6][O:3][CH2:4]1. The yield is 0.172.